This data is from TCR-epitope binding with 47,182 pairs between 192 epitopes and 23,139 TCRs. The task is: Binary Classification. Given a T-cell receptor sequence (or CDR3 region) and an epitope sequence, predict whether binding occurs between them. (1) The epitope is RAKFKQLL. The TCR CDR3 sequence is CASSYDASGLTYEQYF. Result: 1 (the TCR binds to the epitope). (2) The epitope is KEIDRLNEV. The TCR CDR3 sequence is CASSPEVGPEQYF. Result: 0 (the TCR does not bind to the epitope). (3) The TCR CDR3 sequence is CASSLTLGSSPLHF. Result: 0 (the TCR does not bind to the epitope). The epitope is RLDKVEAEV. (4) The epitope is LLMPILTLT. The TCR CDR3 sequence is CASSSHGPGPNEKLFF. Result: 0 (the TCR does not bind to the epitope). (5) The epitope is VLWAHGFEL. The TCR CDR3 sequence is CASSASWTDYYGYTF. Result: 0 (the TCR does not bind to the epitope). (6) The epitope is RAKFKQLL. The TCR CDR3 sequence is CASSFLTGQGETQYF. Result: 1 (the TCR binds to the epitope). (7) The epitope is FPPTSFGPL. The TCR CDR3 sequence is CASSLVQGDNYGYTF. Result: 0 (the TCR does not bind to the epitope). (8) Result: 0 (the TCR does not bind to the epitope). The epitope is DRFYKTLRAEQASQEV. The TCR CDR3 sequence is CSVEGRTGATYNEQFF. (9) Result: 0 (the TCR does not bind to the epitope). The epitope is TAFTIPSI. The TCR CDR3 sequence is CASSLNRLNTEAFF. (10) The epitope is FLNGSCGSV. The TCR CDR3 sequence is CASSLGGELFF. Result: 0 (the TCR does not bind to the epitope).